From a dataset of Full USPTO retrosynthesis dataset with 1.9M reactions from patents (1976-2016). Predict the reactants needed to synthesize the given product. (1) The reactants are: Cl[CH2:2][CH:3]([OH:6])[CH2:4][OH:5].C(=O)([O-])[O-].[Cs+].[Cs+].[OH:13][C:14]1[CH:15]=[N:16][C:17]([C:20]2[CH:21]=[C:22]([CH:37]=[CH:38][CH:39]=2)[CH2:23][N:24]2[C:29](=[O:30])[CH:28]=[CH:27][C:26]([C:31]3[CH:32]=[N:33][N:34]([CH3:36])[CH:35]=3)=[N:25]2)=[N:18][CH:19]=1.O. Given the product [OH:6][CH:3]([CH2:4][OH:5])[CH2:2][O:13][C:14]1[CH:15]=[N:16][C:17]([C:20]2[CH:21]=[C:22]([CH:37]=[CH:38][CH:39]=2)[CH2:23][N:24]2[C:29](=[O:30])[CH:28]=[CH:27][C:26]([C:31]3[CH:32]=[N:33][N:34]([CH3:36])[CH:35]=3)=[N:25]2)=[N:18][CH:19]=1, predict the reactants needed to synthesize it. (2) Given the product [Br:1][C:2]1[CH:7]=[CH:6][N:5]([CH2:10][C:11]([O:13][C:14]([CH3:17])([CH3:16])[CH3:15])=[O:12])[C:4](=[O:8])[CH:3]=1, predict the reactants needed to synthesize it. The reactants are: [Br:1][C:2]1[CH:7]=[CH:6][NH:5][C:4](=[O:8])[CH:3]=1.Br[CH2:10][C:11]([O:13][C:14]([CH3:17])([CH3:16])[CH3:15])=[O:12]. (3) The reactants are: Br.Br[C:3]1[CH:8]=[CH:7][N:6]=[N:5][CH:4]=1.[C:9]1(B2OC(C)(C)C(C)(C)O2)[CH2:14][CH2:13][CH2:12][CH2:11][CH:10]=1.C(=O)([O-])[O-].[Cs+].[Cs+].O1CCOCC1. Given the product [C:9]1([C:3]2[CH:8]=[CH:7][N:6]=[N:5][CH:4]=2)[CH2:14][CH2:13][CH2:12][CH2:11][CH:10]=1, predict the reactants needed to synthesize it. (4) The reactants are: [F:1][C:2]1[CH:3]=[C:4]([C:8]2[CH:9]=[C:10]3[CH2:16][C:15](=O)[NH:14][C:11]3=[N:12][CH:13]=2)[CH:5]=[CH:6][CH:7]=1.P(Cl)(Cl)([Cl:20])=O. Given the product [Cl:20][C:15]1[NH:14][C:11]2=[N:12][CH:13]=[C:8]([C:4]3[CH:5]=[CH:6][CH:7]=[C:2]([F:1])[CH:3]=3)[CH:9]=[C:10]2[CH:16]=1, predict the reactants needed to synthesize it. (5) The reactants are: [F:1][C:2]([F:24])([F:23])[O:3][C:4]1[CH:9]=[CH:8][C:7]([NH:10][C:11]2[NH:12][C:13]([C:16]3[CH:21]=[CH:20][C:19]([OH:22])=[CH:18][CH:17]=3)=[N:14][N:15]=2)=[CH:6][CH:5]=1.[CH3:25][Si]([N-][Si](C)(C)C)(C)C.[K+].Cl[C:36]1[CH:41]=[CH:40][N:39]=[C:38]([C:42]([NH2:44])=[O:43])[CH:37]=1.[C:45]([O-])([O-:47])=[O:46].[K+].[K+]. Given the product [F:24][C:2]([F:1])([F:23])[C:45]([OH:47])=[O:46].[CH3:25][NH:44][C:42]([C:38]1[CH:37]=[C:36]([O:22][C:19]2[CH:20]=[CH:21][C:16]([C:13]3[NH:12][C:11]([NH:10][C:7]4[CH:6]=[CH:5][C:4]([O:3][C:2]([F:1])([F:23])[F:24])=[CH:9][CH:8]=4)=[N:15][N:14]=3)=[CH:17][CH:18]=2)[CH:41]=[CH:40][N:39]=1)=[O:43], predict the reactants needed to synthesize it. (6) Given the product [NH2:1][C:2]1[O:6][N:5]=[C:4]([C:7]2[CH:8]=[CH:9][C:10]([O:13][C:14]([F:16])([F:15])[F:17])=[CH:11][CH:12]=2)[C:3]=1[C:18]([N:43]1[CH2:42][CH2:41][N:40]([C:37]2[CH:36]=[CH:35][C:34]([F:33])=[CH:39][CH:38]=2)[CH2:45][CH2:44]1)=[O:19], predict the reactants needed to synthesize it. The reactants are: [NH2:1][C:2]1[O:6][N:5]=[C:4]([C:7]2[CH:12]=[CH:11][C:10]([O:13][C:14]([F:17])([F:16])[F:15])=[CH:9][CH:8]=2)[C:3]=1[C:18](O)=[O:19].Cl.C(N=C=NCCCN(C)C)C.[F:33][C:34]1[CH:39]=[CH:38][C:37]([N:40]2[CH2:45][CH2:44][NH:43][CH2:42][CH2:41]2)=[CH:36][CH:35]=1. (7) Given the product [CH2:1]([O:3][C:4]([C:5]1[C:31]2[C:26](=[CH:27][CH:28]=[C:29]([OH:32])[CH:30]=2)[N:13]([C:14]2[CH:19]=[CH:18][C:17]([N:20]([CH2:21][CH3:22])[CH2:23][CH3:24])=[CH:16][CH:15]=2)[C:6]=1[CH2:7][C:8]([O:10][CH2:11][CH3:12])=[O:9])=[O:25])[CH3:2], predict the reactants needed to synthesize it. The reactants are: [CH2:1]([O:3][C:4](=[O:25])[CH:5]=[C:6]([NH:13][C:14]1[CH:19]=[CH:18][C:17]([N:20]([CH2:23][CH3:24])[CH2:21][CH3:22])=[CH:16][CH:15]=1)[CH2:7][C:8]([O:10][CH2:11][CH3:12])=[O:9])[CH3:2].[C:26]1(=O)[CH:31]=[CH:30][C:29](=[O:32])[CH:28]=[CH:27]1.